Dataset: Forward reaction prediction with 1.9M reactions from USPTO patents (1976-2016). Task: Predict the product of the given reaction. Given the reactants Cl[C:2]1[NH:3][C:4]2[CH:10]=[CH:9][CH:8]=[CH:7][C:5]=2[N:6]=1.[CH:11]([NH2:24])([C:18]1[CH:23]=[CH:22][CH:21]=[CH:20][CH:19]=1)[C:12]1[CH:17]=[CH:16][CH:15]=[CH:14][CH:13]=1, predict the reaction product. The product is: [N:6]1[C:5]2[CH:7]=[CH:8][CH:9]=[CH:10][C:4]=2[NH:3][C:2]=1[NH:24][CH:11]([C:12]1[CH:17]=[CH:16][CH:15]=[CH:14][CH:13]=1)[C:18]1[CH:23]=[CH:22][CH:21]=[CH:20][CH:19]=1.